From a dataset of Peptide-MHC class I binding affinity with 185,985 pairs from IEDB/IMGT. Regression. Given a peptide amino acid sequence and an MHC pseudo amino acid sequence, predict their binding affinity value. This is MHC class I binding data. (1) The peptide sequence is KLVETGFVI. The MHC is HLA-A02:01 with pseudo-sequence HLA-A02:01. The binding affinity (normalized) is 0.116. (2) The peptide sequence is HECFVKRVDW. The MHC is HLA-B40:02 with pseudo-sequence HLA-B40:02. The binding affinity (normalized) is 0.199. (3) The peptide sequence is CSDETTLYY. The MHC is HLA-A80:01 with pseudo-sequence HLA-A80:01. The binding affinity (normalized) is 0.699. (4) The peptide sequence is RVFPGDHFY. The MHC is HLA-A26:03 with pseudo-sequence HLA-A26:03. The binding affinity (normalized) is 0.0847. (5) The peptide sequence is YHSNVKEL. The MHC is Patr-A0901 with pseudo-sequence Patr-A0901. The binding affinity (normalized) is 0.00848. (6) The peptide sequence is YPACEAIGL. The MHC is HLA-A26:01 with pseudo-sequence HLA-A26:01. The binding affinity (normalized) is 0.0847.